The task is: Predict the reaction yield, written as a fraction of the theoretical maximum amount of product (1.0 means a 100% yield; for example, 0.34 means a 34% yield).. This data is from Reaction yield outcomes from USPTO patents with 853,638 reactions. The reactants are [CH3:1][NH:2][CH2:3][C:4]1[N:8]([CH2:9][CH:10](O)[CH3:11])[N:7]=[C:6]([N+:13]([O-:15])=[O:14])[CH:5]=1.C1(P(C2C=CC=CC=2)C2C=CC=CC=2)C=CC=CC=1.N(C(OC(C)C)=O)=NC(OC(C)C)=O. The catalyst is C1COCC1. The product is [CH3:1][N:2]1[CH:10]([CH3:11])[CH2:9][N:8]2[N:7]=[C:6]([N+:13]([O-:15])=[O:14])[CH:5]=[C:4]2[CH2:3]1. The yield is 0.800.